Dataset: Forward reaction prediction with 1.9M reactions from USPTO patents (1976-2016). Task: Predict the product of the given reaction. (1) The product is: [NH2:28][C:7]1[C:8]([NH:20][C:21]2[CH:26]=[CH:25][CH:24]=[C:23]([OH:27])[CH:22]=2)=[N:9][C:10]([NH:12][C:13]2[CH:18]=[CH:17][CH:16]=[C:15]([OH:19])[CH:14]=2)=[N:11][C:6]=1[C:4]([O:3][CH2:1][CH3:2])=[O:5]. Given the reactants [CH2:1]([O:3][C:4]([C:6]1[N:11]=[C:10]([NH:12][C:13]2[CH:18]=[CH:17][CH:16]=[C:15]([OH:19])[CH:14]=2)[N:9]=[C:8]([NH:20][C:21]2[CH:26]=[CH:25][CH:24]=[C:23]([OH:27])[CH:22]=2)[C:7]=1[N+:28]([O-])=O)=[O:5])[CH3:2], predict the reaction product. (2) The product is: [C:1]([C:3]1([NH:6][C:7](=[O:31])[C@@H:8]([NH:18][C@@H:19]([C:24]2[CH:25]=[CH:26][C:27]([F:30])=[CH:28][CH:29]=2)[C:20]([F:22])([F:23])[F:21])[CH2:9][S:10]([CH2:11][C:12]2[CH:13]=[N:14][CH:15]=[CH:16][CH:17]=2)(=[O:32])=[O:38])[CH2:4][CH2:5]1)#[N:2]. Given the reactants [C:1]([C:3]1([NH:6][C:7](=[O:31])[C@@H:8]([NH:18][C@@H:19]([C:24]2[CH:29]=[CH:28][C:27]([F:30])=[CH:26][CH:25]=2)[C:20]([F:23])([F:22])[F:21])[CH2:9][S:10][CH2:11][C:12]2[CH:13]=[N:14][CH:15]=[CH:16][CH:17]=2)[CH2:5][CH2:4]1)#[N:2].[OH:32]OS([O-])=O.[K+].[OH2:38], predict the reaction product. (3) Given the reactants [CH3:1][C:2]1[CH:11]=[CH:10][C:9]([N:12]2[CH2:17][CH2:16][N:15]([CH3:18])[CH2:14][CH2:13]2)=[C:8]2[C:3]=1[CH2:4][CH2:5][C@@H:6]([NH:19][C:20](=[O:33])[C:21]1[CH:26]=[CH:25][C:24]([N:27]3[CH2:32][CH2:31][O:30][CH2:29][CH2:28]3)=[CH:23][CH:22]=1)[CH2:7]2.[S:34](=[O:38])(=[O:37])([OH:36])[OH:35], predict the reaction product. The product is: [S:34]([OH:38])([OH:37])(=[O:36])=[O:35].[CH3:1][C:2]1[CH:11]=[CH:10][C:9]([N:12]2[CH2:17][CH2:16][N:15]([CH3:18])[CH2:14][CH2:13]2)=[C:8]2[C:3]=1[CH2:4][CH2:5][C@@H:6]([NH:19][C:20](=[O:33])[C:21]1[CH:26]=[CH:25][C:24]([N:27]3[CH2:32][CH2:31][O:30][CH2:29][CH2:28]3)=[CH:23][CH:22]=1)[CH2:7]2. (4) Given the reactants [N+:1]([C:4]1[CH:9]=[CH:8][C:7]([N:10]=[C:11]=[O:12])=[CH:6][CH:5]=1)([O-:3])=[O:2].[CH3:13][O:14][CH2:15][CH2:16][O:17][C:18]1[CH:19]=[C:20]([CH:22]=[CH:23][CH:24]=1)[NH2:21], predict the reaction product. The product is: [CH3:13][O:14][CH2:15][CH2:16][O:17][C:18]1[CH:19]=[C:20]([NH:21][C:11]([NH:10][C:7]2[CH:6]=[CH:5][C:4]([N+:1]([O-:3])=[O:2])=[CH:9][CH:8]=2)=[O:12])[CH:22]=[CH:23][CH:24]=1. (5) Given the reactants [OH:1][C:2]1[CH:3]=[C:4]([C:8]2[S:9][CH:10]=[C:11]([C:13]([O:15][CH3:16])=[O:14])[N:12]=2)[CH:5]=[CH:6][CH:7]=1.Br[CH2:18][CH2:19][CH2:20][CH2:21][CH2:22][O:23][CH:24]1[CH2:29][CH2:28][CH2:27][CH2:26][O:25]1.C(=O)([O-])[O-].[K+].[K+], predict the reaction product. The product is: [O:25]1[CH2:26][CH2:27][CH2:28][CH2:29][CH:24]1[O:23][CH2:22][CH2:21][CH2:20][CH2:19][CH2:18][O:1][C:2]1[CH:3]=[C:4]([C:8]2[S:9][CH:10]=[C:11]([C:13]([O:15][CH3:16])=[O:14])[N:12]=2)[CH:5]=[CH:6][CH:7]=1. (6) Given the reactants C(O[CH2:5]/[CH:6]=[CH:7]/[C:8]1[CH:17]=[C:16]2[C:11]([C:12]([NH:20][C:21]3[CH:26]=[CH:25][C:24]([S:27][C:28]4[N:29]([CH3:33])[CH:30]=[CH:31][N:32]=4)=[C:23]([Cl:34])[CH:22]=3)=[C:13]([C:18]#[N:19])[CH:14]=[N:15]2)=[CH:10][CH:9]=1)(=O)C.[CH2:35]([N:37]1[CH2:42][CH2:41][NH:40][CH2:39][CH2:38]1)[CH3:36], predict the reaction product. The product is: [Cl:34][C:23]1[CH:22]=[C:21]([NH:20][C:12]2[C:11]3[C:16](=[CH:17][C:8](/[CH:7]=[CH:6]/[CH2:5][N:40]4[CH2:41][CH2:42][N:37]([CH2:35][CH3:36])[CH2:38][CH2:39]4)=[CH:9][CH:10]=3)[N:15]=[CH:14][C:13]=2[C:18]#[N:19])[CH:26]=[CH:25][C:24]=1[S:27][C:28]1[N:29]([CH3:33])[CH:30]=[CH:31][N:32]=1. (7) Given the reactants Cl[C:2]1[CH:10]=[CH:9][C:8]([S:11][CH3:12])=[CH:7][C:3]=1[C:4]([OH:6])=[O:5].[NH:13]1[CH2:18][CH2:17][O:16][CH2:15][CH2:14]1.C(=O)([O-])[O-].[K+].[K+], predict the reaction product. The product is: [CH3:12][S:11][C:8]1[CH:9]=[CH:10][C:2]([N:13]2[CH2:18][CH2:17][O:16][CH2:15][CH2:14]2)=[C:3]([CH:7]=1)[C:4]([OH:6])=[O:5].